Dataset: Catalyst prediction with 721,799 reactions and 888 catalyst types from USPTO. Task: Predict which catalyst facilitates the given reaction. (1) Reactant: [C:1]1([C:7]2[CH:16]=[CH:15][CH:14]=[C:13]3[C:8]=2[C:9]([NH:26][CH2:27][C:28]2[CH:33]=[CH:32][CH:31]=[CH:30][N:29]=2)=[N:10][N:11]=[C:12]3[C:17]2[CH:18]=[N:19][CH:20]=[C:21]([CH:25]=2)[C:22]([OH:24])=O)[CH:6]=[CH:5][CH:4]=[CH:3][CH:2]=1.[NH2:34][C:35]1[CH:36]=[C:37]([NH:41][S:42]([CH3:45])(=[O:44])=[O:43])[CH:38]=[CH:39][CH:40]=1.CN(C(ON1N=NC2C=CC=NC1=2)=[N+](C)C)C.F[P-](F)(F)(F)(F)F.CCN(C(C)C)C(C)C. Product: [CH3:45][S:42]([NH:41][C:37]1[CH:36]=[C:35]([NH:34][C:22](=[O:24])[C:21]2[CH:25]=[C:17]([C:12]3[C:13]4[C:8](=[C:7]([C:1]5[CH:6]=[CH:5][CH:4]=[CH:3][CH:2]=5)[CH:16]=[CH:15][CH:14]=4)[C:9]([NH:26][CH2:27][C:28]4[CH:33]=[CH:32][CH:31]=[CH:30][N:29]=4)=[N:10][N:11]=3)[CH:18]=[N:19][CH:20]=2)[CH:40]=[CH:39][CH:38]=1)(=[O:44])=[O:43]. The catalyst class is: 3. (2) Reactant: [C:9](O[C:9]([O:11][C:12]([CH3:15])([CH3:14])[CH3:13])=[O:10])([O:11][C:12]([CH3:15])([CH3:14])[CH3:13])=[O:10].[CH2:16]([O:23][C:24]1[CH:33]=[CH:32][C:27]([C:28]([NH:30][NH2:31])=[O:29])=[CH:26][CH:25]=1)[C:17]1[CH:22]=[CH:21][CH:20]=[CH:19][CH:18]=1. Product: [CH2:16]([O:23][C:24]1[CH:25]=[CH:26][C:27]([C:28]([NH:30][NH:31][C:9]([O:11][C:12]([CH3:13])([CH3:14])[CH3:15])=[O:10])=[O:29])=[CH:32][CH:33]=1)[C:17]1[CH:18]=[CH:19][CH:20]=[CH:21][CH:22]=1. The catalyst class is: 4. (3) Reactant: [Cl:1][C:2]1[CH:23]=[N:22][C:5]2[N:6]=[C:7]([N:13]3[CH2:21][CH:20]4[CH:15]([NH:16][CH2:17][CH2:18][CH2:19]4)[CH2:14]3)[C:8]3[N:9]([CH:10]=[N:11][N:12]=3)[C:4]=2[CH:3]=1.[CH2:24]=O.[BH4-].[Na+]. Product: [Cl:1][C:2]1[CH:23]=[N:22][C:5]2[N:6]=[C:7]([N:13]3[CH2:21][CH:20]4[CH:15]([N:16]([CH3:24])[CH2:17][CH2:18][CH2:19]4)[CH2:14]3)[C:8]3[N:9]([CH:10]=[N:11][N:12]=3)[C:4]=2[CH:3]=1. The catalyst class is: 191. (4) Reactant: Cl.[CH3:2][N:3]1[C:11](=[O:12])[C:10]2[N:9]([C@@H:13]([CH3:17])[C:14]([OH:16])=O)[CH:8]=[N:7][C:6]=2[N:5]([CH3:18])[C:4]1=[O:19].[CH3:20][C@H:21]1[CH2:25][CH2:24][CH2:23][N:22]1[C:26]1[N:31]=[CH:30][C:29]([C:32]2[N:37]=[C:36]([NH2:38])[CH:35]=[N:34][CH:33]=2)=[CH:28][N:27]=1.C1C=NC2N(O)N=NC=2C=1.N1C=CC=CC=1.CC(C)N=C=NC(C)C. Product: [CH3:2][N:3]1[C:11](=[O:12])[C:10]2[N:9]([C@@H:13]([CH3:17])[C:14]([NH:38][C:36]3[CH:35]=[N:34][CH:33]=[C:32]([C:29]4[CH:28]=[N:27][C:26]([N:22]5[CH2:23][CH2:24][CH2:25][C@@H:21]5[CH3:20])=[N:31][CH:30]=4)[N:37]=3)=[O:16])[CH:8]=[N:7][C:6]=2[N:5]([CH3:18])[C:4]1=[O:19]. The catalyst class is: 2. (5) Product: [NH2:1][C:2]1[N:7]=[CH:6][N:5]=[C:4]2[N:8]([CH2:12][C:13]3[O:14][C:15](=[O:29])[C:16]4[C:21]([C:22]=3[C:23]3[CH:28]=[CH:27][CH:26]=[CH:25][CH:24]=3)=[CH:20][CH:19]=[CH:18][CH:17]=4)[N:9]=[C:10]([C:33]3[CH:34]=[C:35]([OH:37])[CH:36]=[C:31]([F:30])[CH:32]=3)[C:3]=12. Reactant: [NH2:1][C:2]1[N:7]=[CH:6][N:5]=[C:4]2[N:8]([CH2:12][C:13]3[O:14][C:15](=[O:29])[C:16]4[C:21]([C:22]=3[C:23]3[CH:28]=[CH:27][CH:26]=[CH:25][CH:24]=3)=[CH:20][CH:19]=[CH:18][CH:17]=4)[N:9]=[C:10](I)[C:3]=12.[F:30][C:31]1[CH:32]=[C:33](B(O)O)[CH:34]=[C:35]([OH:37])[CH:36]=1.C([O-])([O-])=O.[Cs+].[Cs+]. The catalyst class is: 128. (6) Reactant: Cl.[C:2]1([C@@H:14]2[CH2:19][CH2:18][C@H:17]([NH2:20])[CH2:16][CH2:15]2)[N:6]2[C:7]3[CH:13]=[CH:12][NH:11][C:8]=3[N:9]=[CH:10][C:5]2=[N:4][N:3]=1.[C:21]([CH2:23][C:24](OC1C(F)=C(F)C(F)=C(F)C=1F)=[O:25])#[N:22]. Product: [C:2]1([C@@H:14]2[CH2:15][CH2:16][C@H:17]([NH:20][C:24](=[O:25])[CH2:23][C:21]#[N:22])[CH2:18][CH2:19]2)[N:6]2[C:7]3[CH:13]=[CH:12][NH:11][C:8]=3[N:9]=[CH:10][C:5]2=[N:4][N:3]=1. The catalyst class is: 2. (7) Reactant: [CH:1]1([CH:7]([C:9]2[CH:13]=[C:12]([C:14]3[CH:15]=[N:16][C:17]([O:20][CH3:21])=[CH:18][CH:19]=3)[O:11][C:10]=2[CH2:22][O:23][CH3:24])O)[CH2:6][CH2:5][CH2:4][CH2:3][CH2:2]1.S(Cl)([Cl:27])=O.N1C=CC=CC=1.O. Product: [Cl:27][CH:7]([CH:1]1[CH2:6][CH2:5][CH2:4][CH2:3][CH2:2]1)[C:9]1[CH:13]=[C:12]([C:14]2[CH:19]=[CH:18][C:17]([O:20][CH3:21])=[N:16][CH:15]=2)[O:11][C:10]=1[CH2:22][O:23][CH3:24]. The catalyst class is: 11.